This data is from Full USPTO retrosynthesis dataset with 1.9M reactions from patents (1976-2016). The task is: Predict the reactants needed to synthesize the given product. (1) Given the product [C:20]([NH:19][C:16]([CH3:18])([CH3:17])[CH2:15][NH:14][C:13]1[C:12]([CH3:23])=[C:11]([CH3:24])[N:10]2[N:25]=[N:26][N:27]=[C:9]2[C:8]=1[NH:7][C:1](=[O:5])[CH2:2][CH2:3][CH3:4])(=[O:22])[CH3:21], predict the reactants needed to synthesize it. The reactants are: [C:1](Cl)(=[O:5])[CH2:2][CH2:3][CH3:4].[NH2:7][C:8]1[C:9]2[N:10]([N:25]=[N:26][N:27]=2)[C:11]([CH3:24])=[C:12]([CH3:23])[C:13]=1[NH:14][CH2:15][C:16]([NH:19][C:20](=[O:22])[CH3:21])([CH3:18])[CH3:17].C(N(CC)CC)C. (2) Given the product [C:9]1([CH2:8]/[C:7](/[CH3:15])=[CH:6]/[CH2:5][OH:4])[CH2:14][CH2:13][CH2:12][CH2:11][CH:10]=1, predict the reactants needed to synthesize it. The reactants are: C([O:4][CH2:5]/[CH:6]=[C:7](\[CH3:15])/[CH2:8][C:9]1[CH2:14][CH2:13][CH2:12][CH2:11][CH:10]=1)(=O)C.[OH-].[Na+]. (3) Given the product [CH3:23][O:24][C:25]1[CH:26]=[C:27]([CH:31]=[CH:32][CH:33]=1)[C:28]([NH:22][C:9]1[CH:10]=[CH:11][C:12]([O:13][CH2:14][CH2:15][N:16]2[CH2:21][CH2:20][O:19][CH2:18][CH2:17]2)=[C:7]([C:6]2[N:2]([CH3:1])[N:3]=[CH:4][CH:5]=2)[CH:8]=1)=[O:29], predict the reactants needed to synthesize it. The reactants are: [CH3:1][N:2]1[C:6]([C:7]2[CH:8]=[C:9]([NH2:22])[CH:10]=[CH:11][C:12]=2[O:13][CH2:14][CH2:15][N:16]2[CH2:21][CH2:20][O:19][CH2:18][CH2:17]2)=[CH:5][CH:4]=[N:3]1.[CH3:23][O:24][C:25]1[CH:26]=[C:27]([CH:31]=[CH:32][CH:33]=1)[C:28](Cl)=[O:29].C(N(CC)CC)C. (4) Given the product [CH3:9][NH:8][C:6]([C:5]1[CH:10]=[CH:11][C:2]([C:15]2[CH:23]=[CH:22][C:18]([C:19]([OH:21])=[O:20])=[CH:17][CH:16]=2)=[N:3][CH:4]=1)=[O:7], predict the reactants needed to synthesize it. The reactants are: Br[C:2]1[CH:11]=[CH:10][C:5]([C:6]([NH:8][CH3:9])=[O:7])=[CH:4][N:3]=1.B([C:15]1[CH:23]=[CH:22][C:18]([C:19]([OH:21])=[O:20])=[CH:17][CH:16]=1)(O)O. (5) The reactants are: [Cl:1][C:2]1[C:3]2[N:4]([C:8]([C@H:11]3[CH2:16][N:15]4[C:17](=[O:22])[O:18][C:19]([CH3:21])([CH3:20])[C@@H:14]4[CH2:13][CH2:12]3)=[N:9][CH:10]=2)[CH:5]=[CH:6][N:7]=1.[Br:23]N1C(=O)CCC1=O. Given the product [Br:23][C:10]1[N:9]=[C:8]([C@H:11]2[CH2:16][N:15]3[C:17](=[O:22])[O:18][C:19]([CH3:20])([CH3:21])[C@@H:14]3[CH2:13][CH2:12]2)[N:4]2[CH:5]=[CH:6][N:7]=[C:2]([Cl:1])[C:3]=12, predict the reactants needed to synthesize it. (6) Given the product [C:27]([N:34]1[CH2:35][CH2:36][N:37]([C:2]2[CH:3]=[C:4]([CH:8]3[N:12]([C:13]4[CH:18]=[CH:17][CH:16]=[CH:15][C:14]=4[Cl:19])[N:11]=[C:10]([C:20]([F:26])([F:25])[C:21]([F:24])([F:23])[F:22])[CH2:9]3)[CH:5]=[CH:6][CH:7]=2)[CH2:38][CH2:39]1)([O:29][C:30]([CH3:33])([CH3:32])[CH3:31])=[O:28], predict the reactants needed to synthesize it. The reactants are: Br[C:2]1[CH:3]=[C:4]([CH:8]2[N:12]([C:13]3[CH:18]=[CH:17][CH:16]=[CH:15][C:14]=3[Cl:19])[N:11]=[C:10]([C:20]([F:26])([F:25])[C:21]([F:24])([F:23])[F:22])[CH2:9]2)[CH:5]=[CH:6][CH:7]=1.[C:27]([N:34]1[CH2:39][CH2:38][NH:37][CH2:36][CH2:35]1)([O:29][C:30]([CH3:33])([CH3:32])[CH3:31])=[O:28].C1C=CC(P(C2C(C3C(P(C4C=CC=CC=4)C4C=CC=CC=4)=CC=C4C=3C=CC=C4)=C3C(C=CC=C3)=CC=2)C2C=CC=CC=2)=CC=1.CC(C)([O-])C.[Na+]. (7) The reactants are: [Br:1][C:2]1[CH:10]=[CH:9][C:5]2[NH:6][CH:7]=[N:8][C:4]=2[CH:3]=1.C(N(CC)CC)C.[C:18](O[C:18]([O:20][C:21]([CH3:24])([CH3:23])[CH3:22])=[O:19])([O:20][C:21]([CH3:24])([CH3:23])[CH3:22])=[O:19]. Given the product [Br:1][C:2]1[CH:10]=[CH:9][C:5]2[N:6]([C:18]([O:20][C:21]([CH3:24])([CH3:23])[CH3:22])=[O:19])[CH:7]=[N:8][C:4]=2[CH:3]=1, predict the reactants needed to synthesize it.